This data is from Catalyst prediction with 721,799 reactions and 888 catalyst types from USPTO. The task is: Predict which catalyst facilitates the given reaction. (1) Reactant: C([Si](C)(C)[O:6][C:7]1[CH:12]=[CH:11][C:10]([C:13]2[C:17]([C:18]3[CH:23]=[CH:22][CH:21]=[CH:20][CH:19]=3)=[C:16]([C:24]3([C:27]([CH:32]4[CH2:34][CH2:33]4)([CH:29]4[CH2:31][CH2:30]4)[OH:28])[CH2:26][CH2:25]3)[O:15][N:14]=2)=[CH:9][CH:8]=1)(C)(C)C.O.[F-].C([N+](CCCC)(CCCC)CCCC)CCC.[Cl-].[NH4+]. Product: [CH:32]1([C:27]([CH:29]2[CH2:30][CH2:31]2)([OH:28])[C:24]2([C:16]3[O:15][N:14]=[C:13]([C:10]4[CH:9]=[CH:8][C:7]([OH:6])=[CH:12][CH:11]=4)[C:17]=3[C:18]3[CH:19]=[CH:20][CH:21]=[CH:22][CH:23]=3)[CH2:25][CH2:26]2)[CH2:34][CH2:33]1. The catalyst class is: 7. (2) Reactant: [CH3:1][O:2][C:3]1[CH:8]=[CH:7][C:6]([C@@H:9]2[C@@H:14]([O:15][CH2:16][C:17]3[CH:18]=[CH:19][C:20]4[O:25][CH2:24][CH2:23][N:22]([CH2:26][CH2:27][CH2:28][O:29][CH3:30])[C:21]=4[CH:31]=3)[CH2:13][N:12]([S:32]([C:35]3[CH:40]=[CH:39][C:38]([CH3:41])=[CH:37][CH:36]=3)(=[O:34])=[O:33])[C@@H:11]([CH2:42][CH2:43][NH2:44])[CH2:10]2)=[CH:5][CH:4]=1.C(N(CC)CC)C.[C:52](Cl)(=[O:54])[CH3:53]. Product: [CH3:1][O:2][C:3]1[CH:4]=[CH:5][C:6]([C@@H:9]2[C@@H:14]([O:15][CH2:16][C:17]3[CH:18]=[CH:19][C:20]4[O:25][CH2:24][CH2:23][N:22]([CH2:26][CH2:27][CH2:28][O:29][CH3:30])[C:21]=4[CH:31]=3)[CH2:13][N:12]([S:32]([C:35]3[CH:40]=[CH:39][C:38]([CH3:41])=[CH:37][CH:36]=3)(=[O:33])=[O:34])[C@@H:11]([CH2:42][CH2:43][NH:44][C:52](=[O:54])[CH3:53])[CH2:10]2)=[CH:7][CH:8]=1. The catalyst class is: 46. (3) The catalyst class is: 3. Product: [C:13]([C:7]1([CH:1]2[CH2:2][CH2:3][CH2:4][CH2:5][CH2:6]2)[CH2:8][CH2:9][N:10]([C:27](=[O:28])[C@H:26]([NH:25][C:23](=[O:24])[O:22][C:18]([CH3:19])([CH3:20])[CH3:21])[CH2:30][C:31]2[CH:32]=[CH:33][C:34]([O:37][CH3:38])=[CH:35][CH:36]=2)[CH2:11][CH2:12]1)(=[O:17])[CH2:14][CH2:15][CH3:16]. Reactant: [CH:1]1([C:7]2([C:13](=[O:17])[CH2:14][CH2:15][CH3:16])[CH2:12][CH2:11][NH:10][CH2:9][CH2:8]2)[CH2:6][CH2:5][CH2:4][CH2:3][CH2:2]1.[C:18]([O:22][C:23]([NH:25][C@H:26]([CH2:30][C:31]1[CH:36]=[CH:35][C:34]([O:37][CH3:38])=[CH:33][CH:32]=1)[C:27](O)=[O:28])=[O:24])([CH3:21])([CH3:20])[CH3:19].C(Cl)CCl.C1C=CC2N(O)N=NC=2C=1. (4) Reactant: [NH:1]1[C:9]2[C:4](=[CH:5][CH:6]=[CH:7][CH:8]=2)[C:3]([C:10]2[C:14]3[CH:15]=[CH:16][CH:17]=[CH:18][C:13]=3[S:12](=[O:20])(=[O:19])[N:11]=2)=[CH:2]1.C([O-])([O-])=O.[K+].[K+].Br[CH2:28][C:29]([O:31][C:32]([CH3:35])([CH3:34])[CH3:33])=[O:30]. Product: [C:32]([O:31][C:29](=[O:30])[CH2:28][N:1]1[C:9]2[C:4](=[CH:5][CH:6]=[CH:7][CH:8]=2)[C:3]([C:10]2[C:14]3[CH:15]=[CH:16][CH:17]=[CH:18][C:13]=3[S:12](=[O:19])(=[O:20])[N:11]=2)=[CH:2]1)([CH3:35])([CH3:34])[CH3:33]. The catalyst class is: 3. (5) Reactant: [NH2:1][C:2]1[CH:3]=[N:4][CH:5]=[CH:6][CH:7]=1.C(N(CC)CC)C.[N+:15]([C:18]1[CH:19]=[C:20]([CH:24]=[CH:25][CH:26]=1)[C:21](Cl)=[O:22])([O-:17])=[O:16]. Product: [N+:15]([C:18]1[CH:19]=[C:20]([CH:24]=[CH:25][CH:26]=1)[C:21]([NH:1][C:2]1[CH:3]=[N:4][CH:5]=[CH:6][CH:7]=1)=[O:22])([O-:17])=[O:16]. The catalyst class is: 30.